From a dataset of Reaction yield outcomes from USPTO patents with 853,638 reactions. Predict the reaction yield, written as a fraction of the theoretical maximum amount of product (1.0 means a 100% yield; for example, 0.34 means a 34% yield). (1) The reactants are [Cl:1][C:2]1[CH:3]=[N:4][N:5]([CH3:16])[C:6]=1B1OC(C)(C)C(C)(C)O1.Cl[C:18]1[N:23]=[C:22]([CH3:24])[C:21]([C:25]([O:27][CH2:28][CH3:29])=[O:26])=[CH:20][N:19]=1.C(N(CC)C(C)C)(C)C. The catalyst is O1CCOCC1.O.CC(C)([P](C(C)(C)C)([Pd][P](C(C)(C)C)(C(C)(C)C)C(C)(C)C)C(C)(C)C)C. The product is [Cl:1][C:2]1[CH:3]=[N:4][N:5]([CH3:16])[C:6]=1[C:18]1[N:23]=[C:22]([CH3:24])[C:21]([C:25]([O:27][CH2:28][CH3:29])=[O:26])=[CH:20][N:19]=1. The yield is 0.590. (2) The catalyst is CCOC(C)=O.[Cl-].[Cl-].[Zn+2].C1C=CC(P(C2C=CC=CC=2)[C-]2C=CC=C2)=CC=1.C1C=CC(P(C2C=CC=CC=2)[C-]2C=CC=C2)=CC=1.Cl[Pd]Cl.[Fe+2].CCOCC. The reactants are [CH3:1][C:2]1[O:3][CH:4]=[CH:5][CH:6]=1.C([Li])(C)(C)C.CCCCCC.C1COCC1.Br[C:24]1[S:28][C:27]([C:29]2[N:33]3[N:34]=[C:35]([CH3:43])[CH:36]=[C:37]([CH:38]([CH2:41][CH3:42])[CH2:39][CH3:40])[C:32]3=[N:31][C:30]=2[CH3:44])=[C:26]([CH3:45])[CH:25]=1. The yield is 0.500. The product is [CH2:39]([CH:38]([C:37]1[C:32]2[N:33]([C:29]([C:27]3[S:28][C:24]([C:4]4[O:3][C:2]([CH3:1])=[CH:6][CH:5]=4)=[CH:25][C:26]=3[CH3:45])=[C:30]([CH3:44])[N:31]=2)[N:34]=[C:35]([CH3:43])[CH:36]=1)[CH2:41][CH3:42])[CH3:40]. (3) The reactants are [CH3:1][C:2]1[C:10]2[C:5](=[CH:6][CH:7]=[CH:8][CH:9]=2)[NH:4][N:3]=1.N1C=CC=CC=1.[CH3:17][C:18](OC(C)=O)=[O:19]. The catalyst is C1COCC1.CN(C1C=CN=CC=1)C. The product is [CH3:1][C:2]1[C:10]2[C:5](=[CH:6][CH:7]=[CH:8][CH:9]=2)[N:4]([C:18](=[O:19])[CH3:17])[N:3]=1. The yield is 0.910. (4) The reactants are [C:1]([O:5][C:6]([N:8]1[CH2:13][CH2:12][CH:11]([NH:14][C:15]2[CH:20]=[CH:19][C:18]([O:21][C:22]3[CH:27]=[CH:26][C:25]([C:28]([O:30][CH3:31])=[O:29])=[CH:24][CH:23]=3)=[CH:17][CH:16]=2)[CH2:10][CH2:9]1)=[O:7])([CH3:4])([CH3:3])[CH3:2].[C:32]([C:34]1[CH:35]=[C:36]([CH:39]=[CH:40][CH:41]=1)[CH2:37]Br)#[N:33]. No catalyst specified. The yield is 0.900. The product is [C:1]([O:5][C:6]([N:8]1[CH2:13][CH2:12][CH:11]([N:14]([CH2:37][C:36]2[CH:39]=[CH:40][CH:41]=[C:34]([C:32]#[N:33])[CH:35]=2)[C:15]2[CH:20]=[CH:19][C:18]([O:21][C:22]3[CH:23]=[CH:24][C:25]([C:28]([O:30][CH3:31])=[O:29])=[CH:26][CH:27]=3)=[CH:17][CH:16]=2)[CH2:10][CH2:9]1)=[O:7])([CH3:4])([CH3:3])[CH3:2].